This data is from Kinase inhibitor binding affinity data with 442 proteins and 68 drugs (Kd values). The task is: Regression. Given a target protein amino acid sequence and a drug SMILES string, predict the binding affinity score between them. We predict pKd (pKd = -log10(Kd in M); higher means stronger binding). Dataset: davis. (1) The drug is CCOc1cc2ncc(C#N)c(Nc3ccc(OCc4ccccn4)c(Cl)c3)c2cc1NC(=O)C=CCN(C)C. The pKd is 5.0. The target protein (BMPR2) has sequence MTSSLQRPWRVPWLPWTILLVSTAAASQNQERLCAFKDPYQQDLGIGESRISHENGTILCSKGSTCYGLWEKSKGDINLVKQGCWSHIGDPQECHYEECVVTTTPPSIQNGTYRFCCCSTDLCNVNFTENFPPPDTTPLSPPHSFNRDETIIIALASVSVLAVLIVALCFGYRMLTGDRKQGLHSMNMMEAAASEPSLDLDNLKLLELIGRGRYGAVYKGSLDERPVAVKVFSFANRQNFINEKNIYRVPLMEHDNIARFIVGDERVTADGRMEYLLVMEYYPNGSLCKYLSLHTSDWVSSCRLAHSVTRGLAYLHTELPRGDHYKPAISHRDLNSRNVLVKNDGTCVISDFGLSMRLTGNRLVRPGEEDNAAISEVGTIRYMAPEVLEGAVNLRDCESALKQVDMYALGLIYWEIFMRCTDLFPGESVPEYQMAFQTEVGNHPTFEDMQVLVSREKQRPKFPEAWKENSLAVRSLKETIEDCWDQDAEARLTAQCAEER.... (2) The compound is O=C(NOCC1CC1)c1ccc(F)c(F)c1Nc1ccc(I)cc1Cl. The target protein (ROS1) has sequence MKNIYCLIPKLVNFATLGCLWISVVQCTVLNSCLKSCVTNLGQQLDLGTPHNLSEPCIQGCHFWNSVDQKNCALKCRESCEVGCSSAEGAYEEEVLENADLPTAPFASSIGSHNMTLRWKSANFSGVKYIIQWKYAQLLGSWTYTKTVSRPSYVVKPLHPFTEYIFRVVWIFTAQLQLYSPPSPSYRTHPHGVPETAPLIRNIESSSPDTVEVSWDPPQFPGGPILGYNLRLISKNQKLDAGTQRTSFQFYSTLPNTIYRFSIAAVNEVGEGPEAESSITTSSSAVQQEEQWLFLSRKTSLRKRSLKHLVDEAHCLRLDAIYHNITGISVDVHQQIVYFSEGTLIWAKKAANMSDVSDLRIFYRGSGLISSISIDWLYQRMYFIMDELVCVCDLENCSNIEEITPPSISAPQKIVADSYNGYVFYLLRDGIYRADLPVPSGRCAEAVRIVESCTLKDFAIKPQAKRIIYFNDTAQVFMSTFLDGSASHLILPRIPFADVK.... The pKd is 5.0. (3) The drug is Clc1ccc(Nc2nnc(Cc3ccncc3)c3ccccc23)cc1. The target protein (PCTK3) has sequence RLSLLDLQLGPLGRDPPQECSTFSPTDSGEEPGQLSPGVQFQRRQNQRRFSMEDVSKRLSLPMDIRLPQEFLQKLQMESPDLPKPLSRMSRRASLSDIGFGKLETYVKLDKLGEGTYATVFKGRSKLTENLVALKEIRLEHEEGAPCTAIREVSLLKNLKHANIVTLHDLIHTDRSLTLVFEYLDSDLKQYLDHCGNLMSMHNVKIFMFQLLRGLAYCHHRKILHRDLKPQNLLINERGELKLADFGLARAKSVPTKTYSNEVVTLWYRPPDVLLGSTEYSTPIDMWGVGCIHYEMATGRPLFPGSTVKEELHLIFRLLGTPTEETWPGVTAFSEFRTYSFPCYLPQPLINHAPRLDTDGIHLLSSLLLYESKSRMSAEAALSHSYFRSLGERVHQLEDTASIFSLKEIQLQKDPGYRGLAFQQPGRGKNRRQSIF. The pKd is 5.0. (4) The small molecule is Cc1[nH]c(C=C2C(=O)Nc3ccc(S(=O)(=O)Cc4c(Cl)cccc4Cl)cc32)c(C)c1C(=O)N1CCCC1CN1CCCC1. The target protein (PRKD2) has sequence MATAPSYPAGLPGSPGPGSPPPPGGLELQSPPPLLPQIPAPGSGVSFHIQIGLTREFVLLPAASELAHVKQLACSIVDQKFPECGFYGLYDKILLFKHDPTSANLLQLVRSSGDIQEGDLVEVVLSASATFEDFQIRPHALTVHSYRAPAFCDHCGEMLFGLVRQGLKCDGCGLNYHKRCAFSIPNNCSGARKRRLSSTSLASGHSVRLGTSESLPCTAEELSRSTTELLPRRPPSSSSSSSASSYTGRPIELDKMLLSKVKVPHTFLIHSYTRPTVCQACKKLLKGLFRQGLQCKDCKFNCHKRCATRVPNDCLGEALINGDVPMEEATDFSEADKSALMDESEDSGVIPGSHSENALHASEEEEGEGGKAQSSLGYIPLMRVVQSVRHTTRKSSTTLREGWVVHYSNKDTLRKRHYWRLDCKCITLFQNNTTNRYYKEIPLSEILTVESAQNFSLVPPGTNPHCFEIVTANATYFVGEMPGGTPGGPSGQGAEAARGW.... The pKd is 5.0. (5) The compound is CN(C)CC=CC(=O)Nc1cc2c(Nc3ccc(F)c(Cl)c3)ncnc2cc1OC1CCOC1. The target protein (PDGFRB) has sequence AASEPDTAGSVRGLPTAHCPVVQDNRTLGDSSAGEIALSTRNVSETRYVSELTLVRVKVAEAGHYTMRAFHEDAEVQLSFQLQINVPVRVLELSESHPDSGEQTVRCRGRGMPQPNIIWSACRDLKRCPRELPPTLLGNSSEEESQLETNVTYWEEEQEFEVVSTLRLQHVDRPLSVRCTLRNAVGQDTQEVIVVPHSLPFKVVVISAILALVVLTIISLIILIMLWQKKPRYEIRWKVIESVSSDGHEYIYVDPMQLPYDSTWELPRDQLVLGRTLGSGAFGQVVEATAHGLSHSQATMKVAVKMLKSTARSSEKQALMSELKIMSHLGPHLNVVNLLGACTKGGPIYIITEYCRYGDLVDYLHRNKHTFLQHHSDKRRPPSAELYSNALPVGLPLPSHVSLTGESDGGYMDMSKDESVDYVPMLDMKGDVKYADIESSNYMAPYDNYVPSAPERTCRATLINESPVLSYMDLVGFSYQVANGMEFLASKNCVHRDLAA.... The pKd is 5.0. (6) The compound is CS(=O)(=O)N1CCN(Cc2cc3nc(-c4cccc5[nH]ncc45)nc(N4CCOCC4)c3s2)CC1. The target protein (SIK) has sequence MVIMSEFSADPAGQGQGQQKPLRVGFYDIERTLGKGNFAVVKLARHRVTKTQVAIKIIDKTRLDSSNLEKIYREVQLMKLLNHPHIIKLYQVMETKDMLYIVTEFAKNGEMFDYLTSNGHLSENEARKKFWQILSAVEYCHDHHIVHRDLKTENLLLDGNMDIKLADFGFGNFYKSGEPLSTWCGSPPYAAPEVFEGKEYEGPQLDIWSLGVVLYVLVCGSLPFDGPNLPTLRQRVLEGRFRIPFFMSQDCESLIRRMLVVDPARRITIAQIRQHRWMRAEPCLPGPACPAFSAHSYTSNLGDYDEQALGIMQTLGVDRQRTVESLQNSSYNHFAAIYYLLLERLKEYRNAQCARPGPARQPRPRSSDLSGLEVPQEGLSTDPFRPALLCPQPQTLVQSVLQAEMDCELQSSLQWPLFFPVDASCSGVFRPRPVSPSSLLDTAISEEARQGPGLEEEQDTQESLPSSTGRRHTLAEVSTRLSPLTAPCIVVSPSTTASPA.... The pKd is 5.0. (7) The small molecule is O=C(c1ccc(C=Cc2n[nH]c3ccccc23)cc1)N1CCNCC1. The target protein (NEK9) has sequence MSVLGEYERHCDSINSDFGSESGGCGDSSPGPSASQGPRAGGGAAEQEELHYIPIRVLGRGAFGEATLYRRTEDDSLVVWKEVDLTRLSEKERRDALNEIVILALLQHDNIIAYYNHFMDNTTLLIELEYCNGGNLYDKILRQKDKLFEEEMVVWYLFQIVSAVSCIHKAGILHRDIKTLNIFLTKANLIKLGDYGLAKKLNSEYSMAETLVGTPYYMSPELCQGVKYNFKSDIWAVGCVIFELLTLKRTFDATNPLNLCVKIVQGIRAMEVDSSQYSLELIQMVHSCLDQDPEQRPTADELLDRPLLRKRRREMEEKVTLLNAPTKRPRSSTVTEAPIAVVTSRTSEVYVWGGGKSTPQKLDVIKSGCSARQVCAGNTHFAVVTVEKELYTWVNMQGGTKLHGQLGHGDKASYRQPKHVEKLQGKAIRQVSCGDDFTVCVTDEGQLYAFGSDYYGCMGVDKVAGPEVLEPMQLNFFLSNPVEQVSCGDNHVVVLTRNKE.... The pKd is 6.3. (8) The small molecule is Cc1ccc(-n2nc(C(C)(C)C)cc2NC(=O)Nc2ccc(OCCN3CCOCC3)c3ccccc23)cc1. The target protein (FLT4) has sequence MQRGAALCLRLWLCLGLLDGLVSGYSMTPPTLNITEESHVIDTGDSLSISCRGQHPLEWAWPGAQEAPATGDKDSEDTGVVRDCEGTDARPYCKVLLLHEVHANDTGSYVCYYKYIKARIEGTTAASSYVFVRDFEQPFINKPDTLLVNRKDAMWVPCLVSIPGLNVTLRSQSSVLWPDGQEVVWDDRRGMLVSTPLLHDALYLQCETTWGDQDFLSNPFLVHITGNELYDIQLLPRKSLELLVGEKLVLNCTVWAEFNSGVTFDWDYPGKQAERGKWVPERRSQQTHTELSSILTIHNVSQHDLGSYVCKANNGIQRFRESTEVIVHENPFISVEWLKGPILEATAGDELVKLPVKLAAYPPPEFQWYKDGKALSGRHSPHALVLKEVTEASTGTYTLALWNSAAGLRRNISLELVVNVPPQIHEKEASSPSIYSRHSRQALTCTAYGVPLPLSIQWHWRPWTPCKMFAQRSLRRRQQQDLMPQCRDWRAVTTQDAVNP.... The pKd is 5.2. (9) The compound is C=CC(=O)Nc1cc2c(Nc3ccc(F)c(Cl)c3)ncnc2cc1OCCCN1CCOCC1. The target protein (NEK4) has sequence MPLAAYCYLRVVGKGSYGEVTLVKHRRDGKQYVIKKLNLRNASSRERRAAEQEAQLLSQLKHPNIVTYKESWEGGDGLLYIVMGFCEGGDLYRKLKEQKGQLLPENQVVEWFVQIAMALQYLHEKHILHRDLKTQNVFLTRTNIIKVGDLGIARVLENHCDMASTLIGTPYYMSPELFSNKPYNYKSDVWALGCCVYEMATLKHAFNAKDMNSLVYRIIEGKLPPMPRDYSPELAELIRTMLSKRPEERPSVRSILRQPYIKRQISFFLEATKIKTSKNNIKNGDSQSKPFATVVSGEAESNHEVIHPQPLSSEGSQTYIMGEGKCLSQEKPRASGLLKSPASLKAHTCKQDLSNTTELATISSVNIDILPAKGRDSVSDGFVQENQPRYLDASNELGGICSISQVEEEMLQDNTKSSAQPENLIPMWSSDIVTGEKNEPVKPLQPLKKKK. The pKd is 5.0.